Task: Predict the reaction yield, written as a fraction of the theoretical maximum amount of product (1.0 means a 100% yield; for example, 0.34 means a 34% yield).. Dataset: Reaction yield outcomes from USPTO patents with 853,638 reactions (1) The reactants are Cl[C:2]1[N:7]=[C:6]([NH:8][CH:9]2[CH2:17][CH:16]3[N:12]([CH2:13][CH2:14][CH2:15]3)[C:11]([CH3:19])([CH3:18])[CH2:10]2)[C:5]([F:20])=[CH:4][N:3]=1.[NH2:21][C:22]1[CH:23]=[CH:24][C:25]([O:35][CH:36]2[CH2:39][O:38][CH2:37]2)=[C:26]([N:28]2[C:32](=[O:33])[N:31]([CH3:34])[N:30]=[N:29]2)[CH:27]=1.C1C=CC(P(C2C(C3C(P(C4C=CC=CC=4)C4C=CC=CC=4)=CC=C4C=3C=CC=C4)=C3C(C=CC=C3)=CC=2)C2C=CC=CC=2)=CC=1.C([O-])([O-])=O.[Cs+].[Cs+]. The catalyst is CC([O-])=O.CC([O-])=O.[Pd+2].O1CCOCC1. The product is [NH3:3].[CH3:32][OH:33].[F:20][C:5]1[C:6]([NH:8][CH:9]2[CH2:17][CH:16]3[N:12]([CH2:13][CH2:14][CH2:15]3)[C:11]([CH3:19])([CH3:18])[CH2:10]2)=[N:7][C:2]([NH:21][C:22]2[CH:23]=[CH:24][C:25]([O:35][CH:36]3[CH2:39][O:38][CH2:37]3)=[C:26]([N:28]3[C:32](=[O:33])[N:31]([CH3:34])[N:30]=[N:29]3)[CH:27]=2)=[N:3][CH:4]=1. The yield is 0.0100. (2) The reactants are [CH3:1][N:2]([CH3:18])[C:3]1[CH:8]=[C:7]([NH:9][C:10]2[CH:15]=[CH:14][C:13]([CH3:16])=[CH:12][CH:11]=2)[N:6]=[C:5]([NH2:17])[N:4]=1.[C:19]1([CH2:25][C:26](Cl)=[O:27])[CH:24]=[CH:23][CH:22]=[CH:21][CH:20]=1.C(N(CC)CC)C. The catalyst is C(Cl)Cl. The product is [CH3:18][N:2]([CH3:1])[C:3]1[CH:8]=[C:7]([NH:9][C:10]2[CH:15]=[CH:14][C:13]([CH3:16])=[CH:12][CH:11]=2)[N:6]=[C:5]([NH:17][C:26](=[O:27])[CH2:25][C:19]2[CH:24]=[CH:23][CH:22]=[CH:21][CH:20]=2)[N:4]=1. The yield is 0.330. (3) The reactants are C([Li])CCC.CCCCCC.C([Mg]Cl)CCC.[Br:18][C:19]1[CH:24]=[C:23]([O:25][CH3:26])[CH:22]=[C:21](Br)[CH:20]=1.[I:28]Cl. The catalyst is C1(C)C=CC=CC=1.C(Cl)Cl.O. The product is [Br:18][C:19]1[CH:24]=[C:23]([O:25][CH3:26])[CH:22]=[C:21]([I:28])[CH:20]=1. The yield is 0.600. (4) The reactants are O1CCCC1.[F:6][C:7]1[CH:24]=[CH:23][CH:22]=[CH:21][C:8]=1[O:9][C:10]1[CH:15]=[CH:14][C:13]([CH2:16][C:17](Cl)=[N:18][OH:19])=[CH:12][CH:11]=1.[C:25]([C:27]1[C:28]([NH2:34])=[N:29][C:30]([NH2:33])=[CH:31][CH:32]=1)#[CH:26].C(N(CC)CC)C. The catalyst is O. The product is [F:6][C:7]1[CH:24]=[CH:23][CH:22]=[CH:21][C:8]=1[O:9][C:10]1[CH:15]=[CH:14][C:13]([CH2:16][C:17]2[CH:26]=[C:25]([C:27]3[C:28]([NH2:34])=[N:29][C:30]([NH2:33])=[CH:31][CH:32]=3)[O:19][N:18]=2)=[CH:12][CH:11]=1. The yield is 0.492. (5) The reactants are Br[C:2]1[CH:3]=[C:4]2[O:10][CH2:9][O:8][C:5]2=[N:6][CH:7]=1.C([Li])CCC.[B:16](OC(C)C)([O:21]C(C)C)[O:17]C(C)C.[OH-].[Na+]. The catalyst is C(OCC)C.O. The product is [O:10]1[C:4]2[C:5](=[N:6][CH:7]=[C:2]([B:16]([OH:21])[OH:17])[CH:3]=2)[O:8][CH2:9]1. The yield is 0.500. (6) The reactants are [C:1]([N:5]([C:14]1[CH:27]=[CH:26][C:17]([C:18]([NH:20][C:21]2[S:22][CH:23]=[CH:24][N:25]=2)=[O:19])=[CH:16][CH:15]=1)[O:6][Si](C(C)(C)C)(C)C)([CH3:4])([CH3:3])[CH3:2].O.C(Cl)Cl.C([O-])(O)=O.[Na+]. The catalyst is FC(F)(F)C(O)=O.C(OCC)(=O)C. The product is [C:1]([N:5]([C:14]1[CH:27]=[CH:26][C:17]([C:18]([NH:20][C:21]2[S:22][CH:23]=[CH:24][N:25]=2)=[O:19])=[CH:16][CH:15]=1)[OH:6])([CH3:4])([CH3:2])[CH3:3]. The yield is 0.840.